Task: Predict which catalyst facilitates the given reaction.. Dataset: Catalyst prediction with 721,799 reactions and 888 catalyst types from USPTO (1) Reactant: Cl[C:2]1[C:11]2[C:6](=[CH:7][CH:8]=[CH:9][CH:10]=2)[N:5]([CH2:12][C:13]2[CH:18]=[CH:17][C:16]([F:19])=[CH:15][CH:14]=2)[C:4](=[O:20])[C:3]=1[C:21]#[N:22].[C:23]([O:27][C:28]([N:30]1[CH2:33][CH:32]([NH2:34])[CH2:31]1)=[O:29])([CH3:26])([CH3:25])[CH3:24].[H-].[Na+]. Product: [C:23]([O:27][C:28]([N:30]1[CH2:33][CH:32]([NH:34][C:2]2[C:11]3[C:6](=[CH:7][CH:8]=[CH:9][CH:10]=3)[N:5]([CH2:12][C:13]3[CH:18]=[CH:17][C:16]([F:19])=[CH:15][CH:14]=3)[C:4](=[O:20])[C:3]=2[C:21]#[N:22])[CH2:31]1)=[O:29])([CH3:26])([CH3:24])[CH3:25]. The catalyst class is: 3. (2) Reactant: [OH:1][CH2:2][CH2:3][CH2:4][N:5]1[CH2:9][CH2:8][NH:7][C:6]1=[C:10]([C:13]#[N:14])[C:11]#[N:12].C(=O)([O-])[O-].[K+].[K+].[Br:21][CH2:22][CH2:23]Br. Product: [Br:21][CH2:22][CH2:23][N:7]1[CH2:8][CH2:9][N:5]([CH2:4][CH2:3][CH2:2][OH:1])[C:6]1=[C:10]([C:11]#[N:12])[C:13]#[N:14]. The catalyst class is: 163. (3) Reactant: [H-].[Na+].[S:3]([N:13]1[C:17]2=[N:18][CH:19]=[C:20]([NH:22][C:23](=[O:29])[O:24][C:25]([CH3:28])([CH3:27])[CH3:26])[N:21]=[C:16]2[CH:15]=[CH:14]1)([C:6]1[CH:12]=[CH:11][C:9]([CH3:10])=[CH:8][CH:7]=1)(=[O:5])=[O:4].Br[CH2:31][C:32]([CH:34]1[CH:39]([CH3:40])[CH2:38][CH2:37][N:36]([C:41]([O:43][CH2:44][C:45]2[CH:50]=[CH:49][CH:48]=[CH:47][CH:46]=2)=[O:42])[CH2:35]1)=[O:33]. Product: [C:25]([O:24][C:23]([N:22]([C:20]1[N:21]=[C:16]2[CH:15]=[CH:14][N:13]([S:3]([C:6]3[CH:7]=[CH:8][C:9]([CH3:10])=[CH:11][CH:12]=3)(=[O:5])=[O:4])[C:17]2=[N:18][CH:19]=1)[CH2:31][C:32]([CH:34]1[CH:39]([CH3:40])[CH2:38][CH2:37][N:36]([C:41]([O:43][CH2:44][C:45]2[CH:46]=[CH:47][CH:48]=[CH:49][CH:50]=2)=[O:42])[CH2:35]1)=[O:33])=[O:29])([CH3:26])([CH3:28])[CH3:27]. The catalyst class is: 3. (4) Reactant: [Cl:1][C:2]1[N:10](CC=C)[C:9]2[C:8](=[O:14])[NH:7][C:6](=[O:15])[N:5]([CH2:16][CH3:17])[C:4]=2[N:3]=1.[C:18]1([CH2:24][C:25]2[N:29]=[C:28]([CH2:30][CH2:31][CH2:32]O)[O:27][N:26]=2)[CH:23]=[CH:22][CH:21]=[CH:20][CH:19]=1.C1(P(C2C=CC=CC=2)C2C=CC=CC=2)C=CC=CC=1.C1C=CC(COC(/N=N/C(OCC2C=CC=CC=2)=O)=O)=CC=1.N1CCOCC1. Product: [Cl:1][C:2]1[NH:10][C:9]2[C:8](=[O:14])[N:7]([CH2:32][CH2:31][CH2:30][C:28]3[O:27][N:26]=[C:25]([CH2:24][C:18]4[CH:23]=[CH:22][CH:21]=[CH:20][CH:19]=4)[N:29]=3)[C:6](=[O:15])[N:5]([CH2:16][CH3:17])[C:4]=2[N:3]=1. The catalyst class is: 176. (5) Reactant: [NH2:1][C:2]1[N:7]=[CH:6][N:5]=[C:4]2[N:8]([CH:12]([C:14]3[O:15][C:16]4[C:21]([C:22](=[O:31])[C:23]=3[C:24]3[CH:29]=[CH:28][CH:27]=[C:26]([F:30])[CH:25]=3)=[CH:20][CH:19]=[CH:18][CH:17]=4)[CH3:13])[N:9]=[C:10](I)[C:3]=12.[CH3:32][O:33][C:34]1[N:39]=[CH:38][C:37](B(O)O)=[CH:36][N:35]=1.C(=O)([O-])[O-].[Na+].[Na+].ClCCl. The catalyst class is: 615. Product: [NH2:1][C:2]1[N:7]=[CH:6][N:5]=[C:4]2[N:8]([CH:12]([C:14]3[O:15][C:16]4[C:21]([C:22](=[O:31])[C:23]=3[C:24]3[CH:29]=[CH:28][CH:27]=[C:26]([F:30])[CH:25]=3)=[CH:20][CH:19]=[CH:18][CH:17]=4)[CH3:13])[N:9]=[C:10]([C:37]3[CH:36]=[N:35][C:34]([O:33][CH3:32])=[N:39][CH:38]=3)[C:3]=12. (6) The catalyst class is: 4. Product: [Br:31][C:32]1[CH:37]=[CH:36][C:35]([N:26]2[CH:27]=[CH:28][C:23]3[CH:22]=[C:21]([C:18]4[CH:17]=[CH:16][C:15]([Cl:14])=[CH:20][CH:19]=4)[S:30][C:24]=3[C:25]2=[O:29])=[CH:34][CH:33]=1. Reactant: N1C=CC=CC=1.C(N(CC)CC)C.[Cl:14][C:15]1[CH:20]=[CH:19][C:18]([C:21]2[S:30][C:24]3[C:25](=[O:29])[NH:26][CH:27]=[CH:28][C:23]=3[CH:22]=2)=[CH:17][CH:16]=1.[Br:31][C:32]1[CH:37]=[CH:36][C:35](B(O)O)=[CH:34][CH:33]=1.